Dataset: Forward reaction prediction with 1.9M reactions from USPTO patents (1976-2016). Task: Predict the product of the given reaction. (1) Given the reactants [CH:1]1([NH:6][C:7]2[CH:8]=[CH:9][CH:10]=[C:11]3[C:15]=2[NH:14][C:13]([C:16]2[S:17][CH2:18][CH:19]([CH2:21][CH2:22][OH:23])[N:20]=2)=[CH:12]3)[CH2:5][CH2:4][CH2:3][CH2:2]1.[CH3:24][O-].[Na+], predict the reaction product. The product is: [CH:1]1([NH:6][C:7]2[CH:8]=[CH:9][CH:10]=[C:11]3[C:15]=2[NH:14][C:13]([C:16]2[S:17][CH2:18][C@@H:19]([CH2:21][CH2:22][O:23][CH3:24])[N:20]=2)=[CH:12]3)[CH2:2][CH2:3][CH2:4][CH2:5]1. (2) Given the reactants [Cl:1][C:2]1[CH:11]=[C:10]([CH3:12])[C:9]2[C:4](=[CH:5][C:6]([O:13]C)=[CH:7][CH:8]=2)[N:3]=1.O.[BrH:16], predict the reaction product. The product is: [Cl:1][C:2]1[CH:11]=[C:10]([CH3:12])[C:9]2[C:4](=[CH:5][C:6]([OH:13])=[CH:7][CH:8]=2)[N:3]=1.[Br:16][C:2]1[CH:11]=[C:10]([CH3:12])[C:9]2[C:4](=[CH:5][C:6]([OH:13])=[CH:7][CH:8]=2)[N:3]=1. (3) Given the reactants [NH:1]1[CH2:6][CH2:5][CH2:4][CH2:3][CH2:2]1.CC(C1C=C(C(C)C)C(C2C=CC=CC=2P(C2CCCCC2)C2CCCCC2)=C(C(C)C)C=1)C.CC([O-])(C)C.[Na+].Br[C:48]1[CH:49]=[C:50]2[C:59](=[C:60]3[C:65]=1[CH:64]=[CH:63][CH:62]=[N:61]3)[NH:58][S:57](=[O:67])(=[O:66])[C:56]1[C:51]2=[CH:52][CH:53]=[CH:54][CH:55]=1, predict the reaction product. The product is: [N:1]1([C:48]2[CH:49]=[C:50]3[C:59](=[C:60]4[C:65]=2[CH:64]=[CH:63][CH:62]=[N:61]4)[NH:58][S:57](=[O:67])(=[O:66])[C:56]2[C:51]3=[CH:52][CH:53]=[CH:54][CH:55]=2)[CH2:6][CH2:5][CH2:4][CH2:3][CH2:2]1. (4) Given the reactants [CH3:1][C:2]1[CH:7]=[CH:6][CH:5]=[CH:4][C:3]=1[C:8]1[CH:13]=[CH:12][C:11]([C:14]([O:16]C)=[O:15])=[CH:10][C:9]=1[N+:18]([O-:20])=[O:19].[OH-].[Li+], predict the reaction product. The product is: [CH3:1][C:2]1[CH:7]=[CH:6][CH:5]=[CH:4][C:3]=1[C:8]1[CH:13]=[CH:12][C:11]([C:14]([OH:16])=[O:15])=[CH:10][C:9]=1[N+:18]([O-:20])=[O:19].